From a dataset of Reaction yield outcomes from USPTO patents with 853,638 reactions. Predict the reaction yield, written as a fraction of the theoretical maximum amount of product (1.0 means a 100% yield; for example, 0.34 means a 34% yield). (1) The reactants are [C:1]([O:5][C:6]([N:8]1[CH2:13][CH2:12][CH2:11][C:10]([CH2:15][OH:16])([CH3:14])[CH2:9]1)=[O:7])([CH3:4])([CH3:3])[CH3:2].I[CH3:18].[H-].[Na+].OS([O-])(=O)=O.[K+]. The catalyst is CN(C=O)C. The product is [C:1]([O:5][C:6]([N:8]1[CH2:13][CH2:12][CH2:11][C:10]([CH2:15][O:16][CH3:18])([CH3:14])[CH2:9]1)=[O:7])([CH3:4])([CH3:3])[CH3:2]. The yield is 0.640. (2) The reactants are C([O-])([O-])=O.[K+].[K+].[N+:7]([C:10]1[CH:11]=[C:12]([C:19]([F:22])([F:21])[F:20])[C:13]([CH2:16][C:17]#[N:18])=[N:14][CH:15]=1)([O-:9])=[O:8].[CH3:23]I. The catalyst is CC#N. The product is [N+:7]([C:10]1[CH:11]=[C:12]([C:19]([F:22])([F:20])[F:21])[C:13]([CH:16]([CH3:23])[C:17]#[N:18])=[N:14][CH:15]=1)([O-:9])=[O:8]. The yield is 0.347. (3) The reactants are [C:9](O[C:9]([O:11][C:12]([CH3:15])([CH3:14])[CH3:13])=[O:10])([O:11][C:12]([CH3:15])([CH3:14])[CH3:13])=[O:10].[NH2:16][C:17]1[C:21]2=[N:22][CH:23]=[CH:24][CH:25]=[C:20]2[C:19]([C:34]2[CH:35]=[C:36]([OH:40])[CH:37]=[CH:38][CH:39]=2)([C:26]2[CH:31]=[C:30]([CH3:32])[N:29]=[C:28]([CH3:33])[CH:27]=2)[N:18]=1.O.CCOC(C)=O. The catalyst is CN(C)C1C=CN=CC=1.C1COCC1.[Cl-].[Na+].O.CCCCCCC. The product is [CH3:33][C:28]1[CH:27]=[C:26]([C:19]2([C:34]3[CH:39]=[CH:38][CH:37]=[C:36]([OH:40])[CH:35]=3)[C:20]3[C:21](=[N:22][CH:23]=[CH:24][CH:25]=3)[C:17]([NH:16][C:9](=[O:10])[O:11][C:12]([CH3:13])([CH3:14])[CH3:15])=[N:18]2)[CH:31]=[C:30]([CH3:32])[N:29]=1. The yield is 0.560. (4) The reactants are Br[CH2:2][C:3]1[CH:8]=[CH:7][N:6]=[C:5]([F:9])[CH:4]=1.[C:10]([O-:18])(=[O:17])[C:11]1[CH:16]=[CH:15][CH:14]=[CH:13][CH:12]=1.[Na+].CCOCC. The catalyst is CN(C=O)C. The product is [F:9][C:5]1[CH:4]=[C:3]([CH2:2][O:18][C:10](=[O:17])[C:11]2[CH:16]=[CH:15][CH:14]=[CH:13][CH:12]=2)[CH:8]=[CH:7][N:6]=1. The yield is 0.790. (5) The yield is 0.940. The catalyst is C(O)C. The product is [NH:8]1[CH2:13][CH2:12][CH:11]([N:14]([CH2:28][CH3:29])[C:15](=[O:27])[CH2:16][C:17]2[CH:22]=[CH:21][C:20]([S:23]([CH3:26])(=[O:24])=[O:25])=[CH:19][CH:18]=2)[CH2:10][CH2:9]1. The reactants are C1(C[N:8]2[CH2:13][CH2:12][CH:11]([N:14]([CH2:28][CH3:29])[C:15](=[O:27])[CH2:16][C:17]3[CH:22]=[CH:21][C:20]([S:23]([CH3:26])(=[O:25])=[O:24])=[CH:19][CH:18]=3)[CH2:10][CH2:9]2)C=CC=CC=1.C([O-])=O.[NH4+]. (6) The reactants are C(O[C:6]([N:8]1[CH2:13][CH2:12][N:11]([C:14]2[C:15]3[NH:22][CH:21]=[CH:20][C:16]=3[N:17]=[CH:18][N:19]=2)[CH2:10][CH2:9]1)=[O:7])(C)(C)C.Cl.[NH:24]([C:37]([O:39][C:40]([CH3:43])([CH3:42])[CH3:41])=[O:38])[C@@H:25](C(O)=O)[CH2:26][C:27]1[CH:32]=[CH:31][C:30]([Cl:33])=[CH:29][CH:28]=1.C1C=CC2N(O)N=NC=2C=1.CCN=C=NCCCN(C)C. The catalyst is C(Cl)Cl.O1CCOCC1. The product is [C:40]([O:39][C:37](=[O:38])[NH:24][CH:25]([CH2:26][C:27]1[CH:32]=[CH:31][C:30]([Cl:33])=[CH:29][CH:28]=1)[C:6](=[O:7])[N:8]1[CH2:9][CH2:10][N:11]([C:14]2[C:15]3[NH:22][CH:21]=[CH:20][C:16]=3[N:17]=[CH:18][N:19]=2)[CH2:12][CH2:13]1)([CH3:43])([CH3:41])[CH3:42]. The yield is 0.440. (7) The reactants are [Br:1][C:2]1[C:3]([F:21])=[CH:4][C:5]([O:11][C:12]2[CH:17]=[CH:16][C:15]([O:18][CH3:19])=[CH:14][C:13]=2[F:20])=[C:6]([CH:10]=1)[C:7]([OH:9])=O. The catalyst is CCOC(C)=O. The product is [Br:1][C:2]1[C:3]([F:21])=[CH:4][C:5]2[O:11][C:12]3[C:17](=[CH:16][C:15]([O:18][CH3:19])=[CH:14][C:13]=3[F:20])[C:7](=[O:9])[C:6]=2[CH:10]=1. The yield is 0.744. (8) The reactants are Br[C:2]1[CH:3]=[CH:4][C:5]([C:8]([F:11])([F:10])[F:9])=[N:6][CH:7]=1.[CH2:12](C([Sn])=C(CCCC)CCCC)[CH2:13]CC. The catalyst is CN(C=O)C.C1COCC1.O.C1C=CC([P]([Pd]([P](C2C=CC=CC=2)(C2C=CC=CC=2)C2C=CC=CC=2)([P](C2C=CC=CC=2)(C2C=CC=CC=2)C2C=CC=CC=2)[P](C2C=CC=CC=2)(C2C=CC=CC=2)C2C=CC=CC=2)(C2C=CC=CC=2)C2C=CC=CC=2)=CC=1. The product is [F:9][C:8]([F:11])([F:10])[C:5]1[CH:4]=[CH:3][C:2]([CH:12]=[CH2:13])=[CH:7][N:6]=1. The yield is 0.520. (9) The reactants are [CH2:1]([NH:6][C:7]([C@:9]([NH:19][C:20](=[O:37])[O:21]CCN1CCN(C(OC(C)(C)C)=O)CC1)([CH3:18])[CH2:10][C:11]1[CH:16]=[CH:15][C:14]([OH:17])=[CH:13][CH:12]=1)=[O:8])[CH2:2][CH:3]([CH3:5])[CH3:4].[C:38]1(SC)[CH:43]=CC=CC=1.[C:46](O)([C:48](F)(F)F)=O.C(Cl)[Cl:54]. No catalyst specified. The product is [ClH:54].[ClH:54].[N:6]1([CH2:43][CH2:38][N:19]([C@:9]([CH2:10][C:11]2[CH:12]=[CH:13][C:14]([OH:17])=[CH:15][CH:16]=2)([CH3:18])[C:7]([NH:6][CH2:1][CH2:2][CH:3]([CH3:4])[CH3:5])=[O:8])[C:20](=[O:37])[OH:21])[CH2:48][CH2:46][NH:19][CH2:9][CH2:7]1. The yield is 0.520.